Dataset: Reaction yield outcomes from USPTO patents with 853,638 reactions. Task: Predict the reaction yield, written as a fraction of the theoretical maximum amount of product (1.0 means a 100% yield; for example, 0.34 means a 34% yield). (1) The reactants are [OH:1][CH2:2][C:3]1[CH:4]=[C:5]2[C:10](=[CH:11][CH:12]=1)[C@H:9]([NH:13][C:14]([C@H:16]1[C@@H:20]([CH2:21][S:22]([C:25]3[CH:34]=[CH:33][C:32]4[C:27](=[CH:28][CH:29]=[CH:30][CH:31]=4)[CH:26]=3)(=[O:24])=[O:23])[O:19][C:18]([CH3:36])([CH3:35])[O:17]1)=[O:15])[CH2:8][CH2:7][CH2:6]2. The catalyst is C(Cl)Cl.[O-2].[Mn+2]. The product is [CH:2]([C:3]1[CH:4]=[C:5]2[C:10](=[CH:11][CH:12]=1)[C@H:9]([NH:13][C:14]([C@H:16]1[C@@H:20]([CH2:21][S:22]([C:25]3[CH:34]=[CH:33][C:32]4[C:27](=[CH:28][CH:29]=[CH:30][CH:31]=4)[CH:26]=3)(=[O:23])=[O:24])[O:19][C:18]([CH3:36])([CH3:35])[O:17]1)=[O:15])[CH2:8][CH2:7][CH2:6]2)=[O:1]. The yield is 0.530. (2) The reactants are [NH2:1][CH2:2][CH2:3][N:4]([CH3:15])[CH2:5][CH2:6][NH:7][C:8](=[O:14])[O:9][C:10]([CH3:13])([CH3:12])[CH3:11].[C:16](O)(=[O:23])[C:17]1[CH:22]=[CH:21][CH:20]=[N:19][CH:18]=1.CCN=C=NCCCN(C)C. The catalyst is CC#N.CCOC(C)=O. The product is [CH3:15][N:4]([CH2:3][CH2:2][NH:1][C:16](=[O:23])[C:17]1[CH:22]=[CH:21][CH:20]=[N:19][CH:18]=1)[CH2:5][CH2:6][NH:7][C:8](=[O:14])[O:9][C:10]([CH3:11])([CH3:12])[CH3:13]. The yield is 0.300. (3) The reactants are [C:1]([C:4]1[CH:11]=[C:10]([Cl:12])[C:7]([C:8]#[N:9])=[C:6]([N:13]2[CH2:16][CH:15]([O:17][CH3:18])[CH2:14]2)[C:5]=1[O:19][CH2:20][CH3:21])(=[O:3])[CH3:2].[BH4-].[Na+]. The catalyst is CO. The product is [Cl:12][C:10]1[C:7]([C:8]#[N:9])=[C:6]([N:13]2[CH2:16][CH:15]([O:17][CH3:18])[CH2:14]2)[C:5]([O:19][CH2:20][CH3:21])=[C:4]([CH:1]([OH:3])[CH3:2])[CH:11]=1. The yield is 1.00. (4) The reactants are Cl.[NH2:2][OH:3].C([O-])(O)=O.[Na+].[CH:9]1[C:18]2[C:13](=[CH:14][CH:15]=[CH:16][CH:17]=2)[CH:12]=[CH:11][C:10]=1[NH:19][S:20]([C:23]1[CH:24]=[C:25]([CH:29]=[CH:30][C:31](Cl)=[O:32])[CH:26]=[CH:27][CH:28]=1)(=[O:22])=[O:21]. The catalyst is O1CCCC1. The product is [OH:3][NH:2][C:31](=[O:32])[CH:30]=[CH:29][C:25]1[CH:26]=[CH:27][CH:28]=[C:23]([S:20](=[O:22])(=[O:21])[NH:19][C:10]2[CH:11]=[CH:12][C:13]3[C:18](=[CH:17][CH:16]=[CH:15][CH:14]=3)[CH:9]=2)[CH:24]=1. The yield is 0.680. (5) The reactants are [Br:1][C:2]1[CH:3]=[CH:4][C:5]([N:8]2[C:12]([C:13]([F:16])([F:15])[F:14])=[CH:11][C:10]([C:17](=[NH:20])[NH:18][OH:19])=[N:9]2)=[N:6][CH:7]=1.Cl.NO.[C:24]([O-:27])([O-])=O.[Na+].[Na+].[CH2:30](O)C. The yield is 0.640. The product is [Br:1][C:2]1[CH:3]=[CH:4][C:5]([N:8]2[C:12]([C:13]([F:14])([F:16])[F:15])=[CH:11][C:10]([C:17]3[N:20]([CH3:30])[C:24](=[O:27])[O:19][N:18]=3)=[N:9]2)=[N:6][CH:7]=1. No catalyst specified.